This data is from Full USPTO retrosynthesis dataset with 1.9M reactions from patents (1976-2016). The task is: Predict the reactants needed to synthesize the given product. (1) Given the product [CH2:24]([NH:26][C:27]1[CH:34]=[CH:33][C:30]([C:31]#[N:32])=[CH:29][C:28]=1[N:35]=[C:36]1[N:40]([CH2:41][C:42]2[CH:43]=[N:44][CH:45]=[CH:46][CH:47]=2)[C:39](=[O:48])[C:38](=[C:14]2[N:13]([CH3:12])[C:17]3[CH2:18][CH2:19][CH2:20][CH2:21][C:16]=3[S:15]2)[S:37]1)[CH3:25], predict the reactants needed to synthesize it. The reactants are: C1(C)C=CC(S([O-])(=O)=O)=CC=1.[CH3:12][N+:13]1[C:17]2[CH2:18][CH2:19][CH2:20][CH2:21][C:16]=2[S:15][C:14]=1SC.[CH2:24]([NH:26][C:27]1[CH:34]=[CH:33][C:30]([C:31]#[N:32])=[CH:29][C:28]=1[N:35]=[C:36]1[N:40]([CH2:41][C:42]2[CH:43]=[N:44][CH:45]=[CH:46][CH:47]=2)[C:39](=[O:48])[CH2:38][S:37]1)[CH3:25]. (2) The reactants are: [CH3:1][O:2][C:3]1[CH:4]=[C:5]([CH2:20][C:21]([OH:23])=O)[CH:6]=[CH:7][C:8]=1[NH:9][C:10]([NH:12][C:13]1[CH:18]=[CH:17][CH:16]=[CH:15][C:14]=1[F:19])=[O:11].[CH3:24][O:25][C:26]1[CH:27]=[C:28]([CH:34]=[CH:35][C:36]=1[O:37][CH2:38][CH2:39][NH:40][CH2:41][CH3:42])[C:29]([O:31][CH2:32][CH3:33])=[O:30].CCN(CC)CC. Given the product [CH3:24][O:25][C:26]1[CH:27]=[C:28]([CH:34]=[CH:35][C:36]=1[O:37][CH2:38][CH2:39][NH:40][CH2:41][CH2:42][C:21](=[O:23])[CH2:20][C:5]1[CH:6]=[CH:7][C:8]([NH:9][C:10]([NH:12][C:13]2[CH:18]=[CH:17][CH:16]=[CH:15][C:14]=2[F:19])=[O:11])=[C:3]([O:2][CH3:1])[CH:4]=1)[C:29]([O:31][CH2:32][CH3:33])=[O:30], predict the reactants needed to synthesize it. (3) Given the product [CH3:20][O:19][C:17]1[CH:16]=[C:11]([CH:10]=[C:9]([CH2:8][CH2:7][C:4]2[CH:3]=[C:2]([NH:1][C:22]3[CH:27]=[CH:26][N:25]=[C:24]([NH:28][CH2:29][C:30]4[O:34][N:33]=[C:32]([CH3:35])[CH:31]=4)[N:23]=3)[NH:6][N:5]=2)[CH:18]=1)[C:12]([NH:14][CH3:15])=[O:13], predict the reactants needed to synthesize it. The reactants are: [NH2:1][C:2]1[NH:6][N:5]=[C:4]([CH2:7][CH2:8][C:9]2[CH:10]=[C:11]([CH:16]=[C:17]([O:19][CH3:20])[CH:18]=2)[C:12]([NH:14][CH3:15])=[O:13])[CH:3]=1.Cl[C:22]1[CH:27]=[CH:26][N:25]=[C:24]([NH:28][CH2:29][C:30]2[O:34][N:33]=[C:32]([CH3:35])[CH:31]=2)[N:23]=1. (4) Given the product [CH3:1][C:2]1[CH:8]=[C:7]([O:9][C:10]([F:11])([F:12])[F:13])[CH:6]=[CH:5][C:3]=1[N:4]1[CH2:26][CH2:25][NH:24][CH2:16][CH2:15]1, predict the reactants needed to synthesize it. The reactants are: [CH3:1][C:2]1[CH:8]=[C:7]([O:9][C:10]([F:13])([F:12])[F:11])[CH:6]=[CH:5][C:3]=1[NH2:4].C[C:15]1C=C(OCC)C=C[C:16]=1[N:24]1CCN[CH2:26][CH2:25]1.